From a dataset of Catalyst prediction with 721,799 reactions and 888 catalyst types from USPTO. Predict which catalyst facilitates the given reaction. (1) Product: [Br:8][C:4]1[C:3]2[O:9][C:13]([CH2:12][CH:11]([CH3:15])[CH3:10])=[CH:14][C:2]=2[CH:7]=[CH:6][CH:5]=1. The catalyst class is: 17. Reactant: Br[C:2]1[CH:7]=[CH:6][CH:5]=[C:4]([Br:8])[C:3]=1[OH:9].[CH3:10][CH:11]([CH3:15])[CH2:12][C:13]#[CH:14]. (2) Reactant: Br[C:2]1[C:11](=[O:12])[NH:10][C:9]2[N:8]=[C:7]([S:13][CH2:14][C:15]3[CH:20]=[CH:19][CH:18]=[C:17]([F:21])[C:16]=3[F:22])[N:6]=[C:5]([NH:23][C@H:24]([CH3:27])[CH2:25][OH:26])[C:4]=2[N:3]=1.[CH2:28]([CH2:30][NH2:31])[OH:29].C(N(CC)C(C)C)(C)C. Product: [F:22][C:16]1[C:17]([F:21])=[CH:18][CH:19]=[CH:20][C:15]=1[CH2:14][S:13][C:7]1[N:6]=[C:5]([NH:23][C@H:24]([CH3:27])[CH2:25][OH:26])[C:4]2[N:3]=[C:2]([NH:31][CH2:30][CH2:28][OH:29])[C:11](=[O:12])[NH:10][C:9]=2[N:8]=1. The catalyst class is: 435.